Dataset: NCI-60 drug combinations with 297,098 pairs across 59 cell lines. Task: Regression. Given two drug SMILES strings and cell line genomic features, predict the synergy score measuring deviation from expected non-interaction effect. (1) Drug 1: CN(CC1=CN=C2C(=N1)C(=NC(=N2)N)N)C3=CC=C(C=C3)C(=O)NC(CCC(=O)O)C(=O)O. Drug 2: C1C(C(OC1N2C=NC3=C(N=C(N=C32)Cl)N)CO)O. Cell line: HOP-92. Synergy scores: CSS=36.3, Synergy_ZIP=-11.5, Synergy_Bliss=-13.3, Synergy_Loewe=-8.59, Synergy_HSA=-7.79. (2) Drug 1: CC12CCC(CC1=CCC3C2CCC4(C3CC=C4C5=CN=CC=C5)C)O. Drug 2: CC1=CC=C(C=C1)C2=CC(=NN2C3=CC=C(C=C3)S(=O)(=O)N)C(F)(F)F. Cell line: BT-549. Synergy scores: CSS=0.0935, Synergy_ZIP=0.439, Synergy_Bliss=1.61, Synergy_Loewe=0.822, Synergy_HSA=1.21. (3) Drug 1: CN1CCC(CC1)COC2=C(C=C3C(=C2)N=CN=C3NC4=C(C=C(C=C4)Br)F)OC. Drug 2: C1=C(C(=O)NC(=O)N1)N(CCCl)CCCl. Cell line: OVCAR-5. Synergy scores: CSS=24.4, Synergy_ZIP=-6.95, Synergy_Bliss=2.98, Synergy_Loewe=1.23, Synergy_HSA=5.45. (4) Drug 1: CC1=C(C=C(C=C1)NC(=O)C2=CC=C(C=C2)CN3CCN(CC3)C)NC4=NC=CC(=N4)C5=CN=CC=C5. Drug 2: CCC1(CC2CC(C3=C(CCN(C2)C1)C4=CC=CC=C4N3)(C5=C(C=C6C(=C5)C78CCN9C7C(C=CC9)(C(C(C8N6C)(C(=O)OC)O)OC(=O)C)CC)OC)C(=O)OC)O.OS(=O)(=O)O. Cell line: HCC-2998. Synergy scores: CSS=3.42, Synergy_ZIP=4.55, Synergy_Bliss=5.16, Synergy_Loewe=-3.55, Synergy_HSA=-4.53. (5) Cell line: SK-MEL-2. Drug 1: CN1CCC(CC1)COC2=C(C=C3C(=C2)N=CN=C3NC4=C(C=C(C=C4)Br)F)OC. Drug 2: CC(C)CN1C=NC2=C1C3=CC=CC=C3N=C2N. Synergy scores: CSS=-3.96, Synergy_ZIP=1.66, Synergy_Bliss=1.23, Synergy_Loewe=-1.07, Synergy_HSA=-1.20.